This data is from Experimentally validated miRNA-target interactions with 360,000+ pairs, plus equal number of negative samples. The task is: Binary Classification. Given a miRNA mature sequence and a target amino acid sequence, predict their likelihood of interaction. (1) The miRNA is mmu-miR-1897-5p with sequence CUUUGGAUGGAGAAAGAGGGGG. The protein sequence of the target gene is MAPKKKTIKKNKAEINEMTIIVEDSPLSKLNALNGLLEGSNSLSCVSSELTDTSYGPNLLEGLSKMRQESFLCDLVIGTKTKSFDVHKSVMASCSEYFYNILKNDPSTKRVDLNDIAPLGLATVIAYAYTGKLTLSLYTIGSIISAAVYLQIHTLVKMCSDFLIREISVENCMYVVNIAETYSLKNAKATAQKFIRDNFIEFAESEQFMKLTFEQINELLVDDDLQLPSELVAFQIAMKWLEFDQKRVKHAADLLSNIRFGTISAQDLVNYVQTVPRMMQDADCHKLLVDAMNYHLLPYH.... Result: 1 (interaction). (2) The miRNA is hsa-miR-5197-5p with sequence CAAUGGCACAAACUCAUUCUUGA. The protein sequence of the target gene is MVVDFCRRFVARSLCIILMKHFCSSSVSEDLGCRRGDFSRKHYGSVELLISSDADGAIQRAGRFRVENGSSDENATALPGTWRRTDVHLENPEYHTRWYFKYFLGQVHQNYIGNDAEKSPFFLSVTLSDQNNQRVPQYRAILWRKTGTQKICLPYSPTKTLSVKSILSAMNLDKFEKGPREIFHPEIQKDLLVLEEQEGSVNFKFGVLFAKDGQLTDDEMFSNEIGSEPFQKFLNLLGDTITLKGWTGYRGGLDTKNDTTGIHSVYTVYQGHEIMFHVSTMLPYSKENKQQVERKRHIGN.... Result: 0 (no interaction). (3) The miRNA is dre-miR-133b-3p with sequence UUUGGUCCCCUUCAACCAGCUA. The protein sequence of the target gene is MLWPRLAAAEWAALAWELLGASVLLIAVRWLVRRLGPRPGGLGRSGTPVPPPSAAAAPASGEMTMDALLARLKLLNPDDLREEIVKAGLKCGPITSTTRFIFEKKLAQALLEQGGRLSSFYHHEAGVTALSQDPQRILKPAEGNPTDQAGFSEDRDFGYSVGLNPPEEEAVTSKTCSVPPSDTDTYRAGATASKEPPLYYGVCPVYEDVPARNERIYVYENKKEALQAVKMIKGSRFKAFSTREDAEKFARGICDYFPSPSKTSLPLSPVKTAPLFSNDRLKDGLCLSESETVNKERANS.... Result: 0 (no interaction). (4) The miRNA is hsa-miR-3187-3p with sequence UUGGCCAUGGGGCUGCGCGG. The protein sequence of the target gene is MERLLAQLCGSSAAWPLPLWEGDTTGHCFTQLVLSALPHALLAVLSACYLGTPRSPDYILPCSPGWRLRLAASFLLSVFPLLDLLPVALPPGAGPGPIGLEVLAGCVAAVAWISHSLALWVLAHSPHGHSRGPLALALVALLPAPALVLTVLWHCQRGTLLPPLLPGPMARLCLLILQLAALLAYALGWAAPGGPREPWAQEPLLPEDQEPEVAEDGESWLSRFSYAWLAPLLARGACGELRQPQDICRLPHRLQPTYLARVFQAHWQEGARLWRALYGAFGRCYLALGLLKLVGTMLGF.... Result: 0 (no interaction). (5) The miRNA is hsa-miR-548ay-5p with sequence AAAAGUAAUUGUGGUUUUUGC. The protein sequence of the target gene is MSATAATVPPAAPAGEGGPPAPPPNLTSNRRLQQTQAQVDEVVDIMRVNVDKVLERDQKLSELDDRADALQAGASQFETSAAKLKRKYWWKNLKMMIILGVICAIILIIIIVYFST. Result: 0 (no interaction). (6) The miRNA is mmu-miR-488-3p with sequence UUGAAAGGCUGUUUCUUGGUC. The protein sequence of the target gene is MRPAVLGSPDRAPPEDEGPVMVKLEDSEEEGEAALWDPGPEAARLRFRCFRYEEATGPQEALAQLRELCRQWLRPEVRSKEQMLELLVLEQFLGALPPEIQARVQGQRPGSPEEAAALVDGLRREPGGPRRWVTVQVQGQEVLSEKMEPSSFQPLPETEPPTPEPGPKTPPRTMQESPLGLQVKEESEVTEDSDFLESGPLAATQESVPTLLPEEAQRCGTVLDQIFPHSKTGPEGPSWREHPRALWHEEAGGIFSPGFALQLGSISAGPGSVSPHLHVPWDLGMAGLSGQIQSPSREGG.... Result: 0 (no interaction). (7) The miRNA is hsa-miR-5194 with sequence UGAGGGGUUUGGAAUGGGAUGG. The protein sequence of the target gene is MGNAPSQDPERSSPPMLSADDAEYPREYRTLGGGGGGGSGGRRFSNVGLVHTSERRHTVIAAQSLEALSGLQKADADRKRDAFMDHLKSKYPQHALALRGQQDRMREQPNYWSFKTRSSRHTQGAQPGLADQAAKLSYASAESLETMSEAELPLGFSRMNRFRQSLPLSRSASQTKLRSPGVLFLQFGEETRRVHITHEVSSLDTLHALIAHMFPQKLTMGMLKSPNTAILIKDEARNVFYELEDVRDIQDRSIIKIYRKEPLYAAFPGSHLTNGDLRREMVYASRESSPTRRLNNLSPA.... Result: 1 (interaction).